From a dataset of Full USPTO retrosynthesis dataset with 1.9M reactions from patents (1976-2016). Predict the reactants needed to synthesize the given product. Given the product [C:1]([C:3]1[CH:4]=[C:5]([C:6]2[O:8][N:47]=[C:48]([C:49]3[CH:58]=[CH:57][CH:56]=[C:55]4[C:50]=3[CH:51]=[CH:52][N:53]=[C:54]4[CH2:59][CH2:60][C:61]([O:63][C:64]([CH3:67])([CH3:66])[CH3:65])=[O:62])[N:68]=2)[CH:9]=[CH:10][C:11]=1[F:12])#[N:2], predict the reactants needed to synthesize it. The reactants are: [C:1]([C:3]1[CH:4]=[C:5]([CH:9]=[CH:10][C:11]=1[F:12])[C:6]([OH:8])=O)#[N:2].CN(C(ON1N=NC2C=CC=NC1=2)=[N+](C)C)C.F[P-](F)(F)(F)(F)F.CCN(C(C)C)C(C)C.O[NH:47][C:48](=[NH:68])[C:49]1[CH:58]=[CH:57][CH:56]=[C:55]2[C:50]=1[CH:51]=[CH:52][N:53]=[C:54]2[CH2:59][CH2:60][C:61]([O:63][C:64]([CH3:67])([CH3:66])[CH3:65])=[O:62].